Task: Predict which catalyst facilitates the given reaction.. Dataset: Catalyst prediction with 721,799 reactions and 888 catalyst types from USPTO (1) Reactant: Cl.[O:2]1[CH2:6][CH2:5][C@H:4]([NH2:7])[CH2:3]1.C([O-])([O-])=O.[K+].[K+].Br[CH2:15]/[CH:16]=[CH:17]/[C:18]([O:20][CH3:21])=[O:19]. Product: [O:2]1[CH2:6][CH2:5][C@H:4]([NH:7][CH2:15]/[CH:16]=[CH:17]/[C:18]([O:20][CH3:21])=[O:19])[CH2:3]1. The catalyst class is: 23. (2) Reactant: [O:1]1[CH2:5][CH2:4][O:3][CH:2]1[C:6]1[CH:7]=[C:8]([OH:12])[CH:9]=[CH:10][CH:11]=1.[Br:13][C:14]1[CH:21]=[C:20](F)[CH:19]=[CH:18][C:15]=1[CH:16]=[O:17].C([O-])([O-])=O.[K+].[K+]. Product: [Br:13][C:14]1[CH:21]=[C:20]([O:12][C:8]2[CH:9]=[CH:10][CH:11]=[C:6]([CH:2]3[O:3][CH2:4][CH2:5][O:1]3)[CH:7]=2)[CH:19]=[CH:18][C:15]=1[CH:16]=[O:17]. The catalyst class is: 35. (3) Reactant: [CH3:1][CH:2]1[CH2:7][CH2:6][N:5]([C:8]([C:10]2[CH:18]=[CH:17][C:16]3[NH:15][C:14]4[CH2:19][CH2:20][N:21](C(OC(C)(C)C)=O)[CH2:22][C:13]=4[C:12]=3[CH:11]=2)=[O:9])[CH2:4][CH2:3]1.Cl.C(=O)([O-])[O-]. Product: [CH3:1][CH:2]1[CH2:3][CH2:4][N:5]([C:8]([C:10]2[CH:18]=[CH:17][C:16]3[NH:15][C:14]4[CH2:19][CH2:20][NH:21][CH2:22][C:13]=4[C:12]=3[CH:11]=2)=[O:9])[CH2:6][CH2:7]1. The catalyst class is: 275. (4) The catalyst class is: 51. Product: [Cl:1][C:2]1[C:18]([C:19]([F:22])([F:21])[F:20])=[CH:17][CH:16]=[CH:15][C:3]=1[CH2:4][N:5]1[C@@H:10]([CH2:11][CH3:12])[CH2:9][N:8]2[C:29]([C:24]3[CH:25]=[N:26][CH:27]=[CH:28][N:23]=3)=[N:31][N:32]=[C:7]2[C:6]1=[O:14]. Reactant: [Cl:1][C:2]1[C:18]([C:19]([F:22])([F:21])[F:20])=[CH:17][CH:16]=[CH:15][C:3]=1[CH2:4][N:5]1[C@@H:10]([CH2:11][CH3:12])[CH2:9][NH:8][C:7](=S)[C:6]1=[O:14].[N:23]1[CH:28]=[CH:27][N:26]=[CH:25][C:24]=1[C:29]([NH:31][NH2:32])=O. (5) Reactant: C1C2C(C[O:15][C:16]([NH:18][CH2:19][C:20]3[N:21]([CH2:48][CH:49]([CH3:51])[CH3:50])[C:22](=[O:47])[C:23]4[C:28]([C:29]=3[C:30]3[CH:35]=[CH:34][CH:33]=[CH:32][CH:31]=3)=[CH:27][C:26]([C:36]3[S:37][C:38]([C:42]([O:44][CH2:45][CH3:46])=[O:43])=[C:39]([CH3:41])[N:40]=3)=[CH:25][CH:24]=4)=[O:17])C3C(=CC=CC=3)C=2C=CC=1.N1C=CC=CC=1.O.C(OC(O[C:62]([CH3:65])([CH3:64])[CH3:63])=O)(O[C:62]([CH3:65])([CH3:64])[CH3:63])=O. Product: [C:62]([O:15][C:16]([NH:18][CH2:19][C:20]1[N:21]([CH2:48][CH:49]([CH3:50])[CH3:51])[C:22](=[O:47])[C:23]2[C:28]([C:29]=1[C:30]1[CH:31]=[CH:32][CH:33]=[CH:34][CH:35]=1)=[CH:27][C:26]([C:36]1[S:37][C:38]([C:42]([O:44][CH2:45][CH3:46])=[O:43])=[C:39]([CH3:41])[N:40]=1)=[CH:25][CH:24]=2)=[O:17])([CH3:65])([CH3:64])[CH3:63]. The catalyst class is: 9. (6) Reactant: [C:1]([O:7][CH2:8][CH3:9])(=[O:6])[CH2:2][C:3]([CH3:5])=O.[F:10][C:11]1[CH:18]=[CH:17][C:16]([Br:19])=[CH:15][C:12]=1[CH:13]=O.[NH4+:20].[OH-:21]. Product: [Br:19][C:16]1[CH:17]=[CH:18][C:11]([F:10])=[C:12]([CH:13]2[C:2]([C:1]([O:7][CH2:8][CH3:9])=[O:6])=[C:3]([CH3:5])[NH:20][C:3]([CH3:5])=[C:2]2[C:1]([O:7][CH2:8][CH3:9])=[O:21])[CH:15]=1. The catalyst class is: 271. (7) Reactant: [F:1][C:2]1[CH:3]=[C:4]([CH2:21][OH:22])[CH:5]=[C:6]([F:20])[C:7]=1[O:8][C:9]1[CH:14]=[CH:13][C:12]([C:15]([F:18])([F:17])[F:16])=[C:11]([F:19])[CH:10]=1.[H-].[Na+].Cl[C:26]1[CH:27]=[C:28]2[N:35]([CH3:36])[CH2:34][CH2:33][N:29]2[C:30](=[O:32])[N:31]=1. Product: [F:1][C:2]1[CH:3]=[C:4]([CH:5]=[C:6]([F:20])[C:7]=1[O:8][C:9]1[CH:14]=[CH:13][C:12]([C:15]([F:17])([F:18])[F:16])=[C:11]([F:19])[CH:10]=1)[CH2:21][O:22][C:26]1[CH:27]=[C:28]2[N:35]([CH3:36])[CH2:34][CH2:33][N:29]2[C:30](=[O:32])[N:31]=1. The catalyst class is: 3.